This data is from Reaction yield outcomes from USPTO patents with 853,638 reactions. The task is: Predict the reaction yield, written as a fraction of the theoretical maximum amount of product (1.0 means a 100% yield; for example, 0.34 means a 34% yield). (1) The reactants are [CH3:1][O:2][C:3]([C:5]1([C:8]2[CH:13]=[CH:12][C:11]([O:14]C)=[C:10]([N+:16]([O-:18])=[O:17])[CH:9]=2)[CH2:7][CH2:6]1)=[O:4].B(Br)(Br)Br.O. The catalyst is C(Cl)Cl. The product is [CH3:1][O:2][C:3]([C:5]1([C:8]2[CH:13]=[CH:12][C:11]([OH:14])=[C:10]([N+:16]([O-:18])=[O:17])[CH:9]=2)[CH2:6][CH2:7]1)=[O:4]. The yield is 0.780. (2) The reactants are [N:1]([CH2:4][CH:5]1[CH2:9][O:8]C(C)(C)[O:6]1)=[N+:2]=[N-:3].Cl.[S:13](Cl)([C:16]1[CH:22]=[CH:21][C:19]([CH3:20])=[CH:18][CH:17]=1)(=[O:15])=[O:14].O. The catalyst is CO.C(OCC)C. The product is [CH3:20][C:19]1[CH:21]=[CH:22][C:16]([S:13]([O:8][CH2:9][CH:5]([OH:6])[CH2:4][N:1]=[N+:2]=[N-:3])(=[O:15])=[O:14])=[CH:17][CH:18]=1. The yield is 0.480. (3) The reactants are C([N:8]1[CH2:13][CH2:12][CH:11]([N:14]2[C:23]3[C:18](=[CH:19][N:20]=[C:21]4[N:26]([CH2:27][O:28][CH2:29][CH2:30][Si:31]([CH3:34])([CH3:33])[CH3:32])[CH:25]=[CH:24][C:22]4=3)[C:17](=[O:35])[CH:16]=[CH:15]2)[CH2:10][CH2:9]1)C1C=CC=CC=1.C(Cl)(Cl)Cl.CO. The catalyst is CO.[C].[Pd]. The product is [NH:8]1[CH2:13][CH2:12][CH:11]([N:14]2[C:23]3[C:18](=[CH:19][N:20]=[C:21]4[N:26]([CH2:27][O:28][CH2:29][CH2:30][Si:31]([CH3:33])([CH3:32])[CH3:34])[CH:25]=[CH:24][C:22]4=3)[C:17](=[O:35])[CH:16]=[CH:15]2)[CH2:10][CH2:9]1. The yield is 0.680. (4) The reactants are [C:1]([O:4][CH:5]=[CH:6][CH2:7][CH2:8][CH2:9][CH2:10][CH2:11][CH2:12][CH3:13])(=[O:3])[CH3:2].[CH2:14](O)[CH2:15][CH2:16]CCCC/C=C\CCC.C(OCCCCCCCC=C)(=O)C.C=CCCC. The catalyst is C1COCC1. The product is [C:1]([O:4][CH2:5][CH2:6][CH2:7][CH2:8][CH2:9][CH2:10][CH2:11]/[CH:12]=[CH:13]\[CH2:14][CH2:15][CH3:16])(=[O:3])[CH3:2]. The yield is 0.650. (5) The reactants are O[CH2:2][CH2:3][C:4]1[CH:9]=[CH:8][C:7]([O:10][C:11](=[O:20])[N:12]([CH3:19])[C:13]2[CH:18]=[CH:17][CH:16]=[CH:15][CH:14]=2)=[CH:6][CH:5]=1.[NH:21]1[CH:25]=[N:24][N:23]=[N:22]1. No catalyst specified. The product is [N:21]1([CH2:2][CH2:3][C:4]2[CH:9]=[CH:8][C:7]([O:10][C:11](=[O:20])[N:12]([CH3:19])[C:13]3[CH:18]=[CH:17][CH:16]=[CH:15][CH:14]=3)=[CH:6][CH:5]=2)[CH:25]=[N:24][N:23]=[N:22]1. The yield is 0.100.